Dataset: Full USPTO retrosynthesis dataset with 1.9M reactions from patents (1976-2016). Task: Predict the reactants needed to synthesize the given product. (1) Given the product [CH2:46]([NH:45][C:43](=[O:44])[N:42]([CH2:41][C:32]1[CH:33]=[C:34]([C:37]([F:40])([F:39])[F:38])[CH:35]=[CH:36][C:31]=1[C:25]1[C:26]([O:29][CH3:30])=[CH:27][CH:28]=[C:23]([CH2:22][C:21]([O:20][C@@H:13]2[O:12][C@H:11]([C:9]([OH:10])=[O:8])[C@@H:16]([OH:17])[C@H:15]([OH:18])[C@H:14]2[OH:19])=[O:55])[CH:24]=1)[CH2:53][CH3:54])[C:47]1[CH:52]=[CH:51][CH:50]=[CH:49][CH:48]=1, predict the reactants needed to synthesize it. The reactants are: C([O:8][C:9]([C@@H:11]1[C@@H:16]([OH:17])[C@H:15]([OH:18])[C@@H:14]([OH:19])[C@H:13]([O:20][C:21](=[O:55])[CH2:22][C:23]2[CH:24]=[C:25]([C:31]3[CH:36]=[CH:35][C:34]([C:37]([F:40])([F:39])[F:38])=[CH:33][C:32]=3[CH2:41][N:42]([CH2:53][CH3:54])[C:43]([NH:45][CH2:46][C:47]3[CH:52]=[CH:51][CH:50]=[CH:49][CH:48]=3)=[O:44])[C:26]([O:29][CH3:30])=[CH:27][CH:28]=2)[O:12]1)=[O:10])C1C=CC=CC=1. (2) Given the product [NH2:1][C:2]1[C:10]2[C:9]([CH3:11])=[C:8]([CH3:12])[N:7]=[N:6][C:5]=2[S:4][C:3]=1[C:13]([NH:69][CH:67]1[CH2:68][CH:66]1[C:63]1[CH:62]=[CH:61][C:60]([S:57]([CH3:56])(=[O:59])=[O:58])=[CH:65][CH:64]=1)=[O:15], predict the reactants needed to synthesize it. The reactants are: [NH2:1][C:2]1[C:10]2[C:9]([CH3:11])=[C:8]([CH3:12])[N:7]=[N:6][C:5]=2[S:4][C:3]=1[C:13]([OH:15])=O.C(N(CC)C(C)C)(C)C.CN(C(ON1N=NC2C=CC=NC1=2)=[N+](C)C)C.F[P-](F)(F)(F)(F)F.FC(F)(F)C(O)=O.[CH3:56][S:57]([C:60]1[CH:65]=[CH:64][C:63]([CH:66]2[CH2:68][CH:67]2[NH2:69])=[CH:62][CH:61]=1)(=[O:59])=[O:58]. (3) Given the product [Br:1][C:2]1[CH:3]=[C:4]([CH:5]=[C:11]([C:10]#[N:14])[C:12]#[N:13])[CH:7]=[CH:8][CH:9]=1, predict the reactants needed to synthesize it. The reactants are: [Br:1][C:2]1[CH:3]=[C:4]([CH:7]=[CH:8][CH:9]=1)[CH:5]=O.[C:10](#[N:14])[CH2:11][C:12]#[N:13].N1CCCCC1. (4) Given the product [NH4+:1].[OH-:41].[N:1]([C@H:4]1[CH2:5][N:6]([CH2:12][C:13]2[CH:18]=[CH:17][CH:16]=[CH:15][CH:14]=2)[CH2:7][C@@H:8]1[NH2:9])=[N+:2]=[N-:3], predict the reactants needed to synthesize it. The reactants are: [N:1]([C@@H:4]1[C@@H:8]([N:9]=[N+]=[N-])[CH2:7][N:6]([CH2:12][C:13]2[CH:18]=[CH:17][CH:16]=[CH:15][CH:14]=2)[CH2:5]1)=[N+:2]=[N-:3].C1(P(C2C=CC=CC=2)C2C=CC=CC=2)C=CC=CC=1.C1C[O:41]CC1.